Dataset: Catalyst prediction with 721,799 reactions and 888 catalyst types from USPTO. Task: Predict which catalyst facilitates the given reaction. Product: [CH2:1]([O:4][C:5]1[CH:10]=[CH:9][C:8]([CH2:11][S:12][CH2:19][CH2:18][N:13]2[CH:17]=[CH:16][N:15]=[N:14]2)=[CH:7][CH:6]=1)[CH:2]=[CH2:3]. The catalyst class is: 9. Reactant: [CH2:1]([O:4][C:5]1[CH:10]=[CH:9][C:8]([CH2:11][SH:12])=[CH:7][CH:6]=1)[CH:2]=[CH2:3].[N:13]1([CH2:18][CH2:19]OS(C2C=CC(C)=CC=2)(=O)=O)[CH:17]=[CH:16][N:15]=[N:14]1.[H-].[Na+].